From a dataset of Forward reaction prediction with 1.9M reactions from USPTO patents (1976-2016). Predict the product of the given reaction. (1) Given the reactants C(O)(=O)C.[Br:5][C:6]1[CH:27]=[CH:26][C:9]([CH2:10][O:11][C:12]2[CH:17]=[CH:16][C:15]([O:18][C:19]([F:22])([F:21])[F:20])=[CH:14][C:13]=2[CH2:23][CH2:24][NH2:25])=[CH:8][CH:7]=1.[CH:28]([C:30]1[CH:39]=[CH:38][C:33]([C:34]([O:36][CH3:37])=[O:35])=[CH:32][CH:31]=1)=O.C([BH3-])#N.[Na+], predict the reaction product. The product is: [Br:5][C:6]1[CH:7]=[CH:8][C:9]([CH2:10][O:11][C:12]2[CH:17]=[CH:16][C:15]([O:18][C:19]([F:21])([F:22])[F:20])=[CH:14][C:13]=2[CH2:23][CH2:24][NH:25][CH2:28][C:30]2[CH:39]=[CH:38][C:33]([C:34]([O:36][CH3:37])=[O:35])=[CH:32][CH:31]=2)=[CH:26][CH:27]=1. (2) Given the reactants [C@@H:1]12[N:8]([C:9]3[O:10][C:11]4[CH:17]=[CH:16][C:15]([Cl:18])=[CH:14][C:12]=4[N:13]=3)[CH2:7][C@@H:6]1[CH2:5][CH2:4][NH:3][CH2:2]2.CC1C=C(C)N=C(N2[C@@H]3[C@@H](CCNC3)C2)N=1.[F:35][C:36]1[C:37]([N:45]2[N:49]=[CH:48][CH:47]=[N:46]2)=[C:38]([CH:42]=[CH:43][CH:44]=1)[C:39](O)=[O:40].S1C=CC=C1C1C=CC=CC=1C(O)=O, predict the reaction product. The product is: [Cl:18][C:15]1[CH:16]=[CH:17][C:11]2[O:10][C:9]([N:8]3[C@@H:1]4[C@@H:6]([CH2:5][CH2:4][N:3]([C:39]([C:38]5[CH:42]=[CH:43][CH:44]=[C:36]([F:35])[C:37]=5[N:45]5[N:49]=[CH:48][CH:47]=[N:46]5)=[O:40])[CH2:2]4)[CH2:7]3)=[N:13][C:12]=2[CH:14]=1. (3) Given the reactants C1(CCO)CC1.[C:7]12([CH2:17][OH:18])[CH2:16][CH:11]3[CH2:12][CH:13]([CH2:15][CH:9]([CH2:10]3)[CH2:8]1)[CH2:14]2.FC1C=C(F)C(F)=CC=1C(NS(C)(=O)=O)=O.[Cl:35][C:36]1[C:37](F)=[CH:38][C:39]([F:49])=[C:40]([CH:48]=1)[C:41]([NH:43][S:44]([CH3:47])(=[O:46])=[O:45])=[O:42], predict the reaction product. The product is: [C:7]12([CH2:17][O:18][C:37]3[C:36]([Cl:35])=[CH:48][C:40]([C:41]([NH:43][S:44]([CH3:47])(=[O:46])=[O:45])=[O:42])=[C:39]([F:49])[CH:38]=3)[CH2:14][CH:13]3[CH2:12][CH:11]([CH2:10][CH:9]([CH2:15]3)[CH2:8]1)[CH2:16]2.